The task is: Predict the reaction yield, written as a fraction of the theoretical maximum amount of product (1.0 means a 100% yield; for example, 0.34 means a 34% yield).. This data is from Reaction yield outcomes from USPTO patents with 853,638 reactions. (1) The reactants are [N:1]1([CH2:6][CH2:7][CH2:8][NH:9][C:10]([C:12]2[CH:17]=[CH:16][C:15]([N+:18]([O-])=O)=[CH:14][CH:13]=2)=[O:11])[CH:5]=[CH:4][N:3]=[CH:2]1. The catalyst is [Pd].C(O)C.C(OCC)(=O)C. The product is [N:1]1([CH2:6][CH2:7][CH2:8][NH:9][C:10]([C:12]2[CH:13]=[CH:14][C:15]([NH2:18])=[CH:16][CH:17]=2)=[O:11])[CH:5]=[CH:4][N:3]=[CH:2]1. The yield is 0.570. (2) The reactants are [C:1]([O:4][C@H:5]1[C@@H:20]([O:21][C:22](=[O:24])[CH3:23])[C@H:19]([O:25][C:26](=[O:28])[CH3:27])[C@@H:18]([CH2:29][O:30][C:31](=[O:33])[CH3:32])[O:17][C@@H:6]1[O:7][C:8]1[CH:13]=[CH:12][C:11](I)=[CH:10][C:9]=1[O:15][CH3:16])(=[O:3])[CH3:2].[N+:34]([C:37]1[CH:38]=[C:39]2[C:43](=[CH:44][CH:45]=1)[NH:42][CH:41]=[CH:40]2)([O-:36])=[O:35]. No catalyst specified. The product is [C:1]([O:4][C@H:5]1[C@@H:20]([O:21][C:22](=[O:24])[CH3:23])[C@H:19]([O:25][C:26](=[O:28])[CH3:27])[C@@H:18]([CH2:29][O:30][C:31](=[O:33])[CH3:32])[O:17][C@@H:6]1[O:7][C:8]1[CH:13]=[CH:12][C:11]([N:42]2[C:43]3[C:39](=[CH:38][C:37]([N+:34]([O-:36])=[O:35])=[CH:45][CH:44]=3)[CH:40]=[CH:41]2)=[CH:10][C:9]=1[O:15][CH3:16])(=[O:3])[CH3:2]. The yield is 0.880.